Dataset: Reaction yield outcomes from USPTO patents with 853,638 reactions. Task: Predict the reaction yield, written as a fraction of the theoretical maximum amount of product (1.0 means a 100% yield; for example, 0.34 means a 34% yield). (1) The reactants are [Cl:1][C:2]1[CH:3]=[CH:4][C:5]([C:11]([F:14])([F:13])[F:12])=[C:6]([CH:10]=1)[C:7](O)=[O:8].O.C(=O)([O-])[O-].[K+].[K+]. The catalyst is C1COCC1. The product is [Cl:1][C:2]1[CH:3]=[CH:4][C:5]([C:11]([F:12])([F:13])[F:14])=[C:6]([CH2:7][OH:8])[CH:10]=1. The yield is 0.750. (2) The reactants are [CH2:1]([C:8]1[C:9]([N:20](S(CC2C=CC=CC=2)(=O)=O)[S:21]([CH2:24][C:25]2[CH:30]=[CH:29][CH:28]=[CH:27][CH:26]=2)(=[O:23])=[O:22])=[N:10][CH:11]=[C:12]([C:14]2[CH:19]=[CH:18][CH:17]=[CH:16][CH:15]=2)[N:13]=1)[C:2]1[CH:7]=[CH:6][CH:5]=[CH:4][CH:3]=1.[OH-].[Na+].Cl. The catalyst is CO. The product is [CH2:1]([C:8]1[C:9]([NH:20][S:21]([CH2:24][C:25]2[CH:30]=[CH:29][CH:28]=[CH:27][CH:26]=2)(=[O:23])=[O:22])=[N:10][CH:11]=[C:12]([C:14]2[CH:19]=[CH:18][CH:17]=[CH:16][CH:15]=2)[N:13]=1)[C:2]1[CH:3]=[CH:4][CH:5]=[CH:6][CH:7]=1. The yield is 0.789. (3) The reactants are [OH:1][C:2]1[CH:7]=[CH:6][CH:5]=[CH:4][C:3]=1[C:8](/[C:10](=[CH:18]\[C:19]1[CH:24]=[CH:23][C:22]([CH3:25])=[CH:21][CH:20]=1)/C(OC(C)(C)C)=O)=[O:9].C1(C)C=CC(S(O)(=O)=O)=CC=1. The catalyst is NC(N)=S.C1(C)C=CC=CC=1. The product is [C:22]1([CH3:25])[CH:23]=[CH:24][C:19]([C@H:18]2[CH2:10][C:8](=[O:9])[C:3]3[C:2](=[CH:7][CH:6]=[CH:5][CH:4]=3)[O:1]2)=[CH:20][CH:21]=1. The yield is 0.830. (4) The reactants are [C:1]([C:4]1[CH:36]=[CH:35][C:7]2[N:8]([C:13]3[CH:18]=[CH:17][C:16]([CH2:19][CH2:20][NH:21][C:22]([NH:24][S:25]([C:28]4[CH:33]=[CH:32][C:31]([CH3:34])=[CH:30][CH:29]=4)(=[O:27])=[O:26])=[O:23])=[CH:15][CH:14]=3)[C:9]([CH2:11][CH3:12])=[N:10][C:6]=2[CH:5]=1)(=[O:3])[CH3:2].[OH-].[Na+].[BH4-].[Na+].[NH4+].[Cl-]. The catalyst is C(O)C.O. The product is [CH2:11]([C:9]1[N:8]([C:13]2[CH:18]=[CH:17][C:16]([CH2:19][CH2:20][NH:21][C:22]([NH:24][S:25]([C:28]3[CH:33]=[CH:32][C:31]([CH3:34])=[CH:30][CH:29]=3)(=[O:27])=[O:26])=[O:23])=[CH:15][CH:14]=2)[C:7]2[CH:35]=[CH:36][C:4]([CH:1]([OH:3])[CH3:2])=[CH:5][C:6]=2[N:10]=1)[CH3:12]. The yield is 0.830. (5) The reactants are [CH2:1]([O:8][C:9]1[CH:14]=[CH:13][C:12]([CH:15]([C:17]2[N:18]([S:36]([C:39]3[CH:45]=[CH:44][C:42]([CH3:43])=[CH:41][CH:40]=3)(=[O:38])=[O:37])[CH:19]=[CH:20][C:21]=2[N:22]2[CH:26]=[CH:25][CH:24]=[C:23]2[CH2:27][O:28][Si:29]([C:32]([CH3:35])([CH3:34])[CH3:33])([CH3:31])[CH3:30])[OH:16])=[C:11]([O:46][CH3:47])[CH:10]=1)[C:2]1[CH:7]=[CH:6][CH:5]=[CH:4][CH:3]=1. The catalyst is CS(C)=O. The product is [CH2:1]([O:8][C:9]1[CH:14]=[CH:13][C:12]([C:15]([C:17]2[N:18]([S:36]([C:39]3[CH:40]=[CH:41][C:42]([CH3:43])=[CH:44][CH:45]=3)(=[O:37])=[O:38])[CH:19]=[CH:20][C:21]=2[N:22]2[CH:26]=[CH:25][CH:24]=[C:23]2[CH2:27][O:28][Si:29]([C:32]([CH3:35])([CH3:34])[CH3:33])([CH3:31])[CH3:30])=[O:16])=[C:11]([O:46][CH3:47])[CH:10]=1)[C:2]1[CH:7]=[CH:6][CH:5]=[CH:4][CH:3]=1. The yield is 0.820. (6) The reactants are [F:1][C:2]1[CH:19]=[CH:18][C:5]([CH2:6][CH2:7][CH:8]2[CH2:13][CH:12]([C:14]([O:16][CH3:17])=[O:15])[CH2:11][CH2:10][NH:9]2)=[CH:4][CH:3]=1.CCN(C(C)C)C(C)C.[C:29](Cl)(=[O:32])[O:30][CH3:31].Cl. The catalyst is ClCCl. The product is [F:1][C:2]1[CH:19]=[CH:18][C:5]([CH2:6][CH2:7][CH:8]2[CH2:13][CH:12]([C:14]([O:16][CH3:17])=[O:15])[CH2:11][CH2:10][N:9]2[C:29]([O:30][CH3:31])=[O:32])=[CH:4][CH:3]=1. The yield is 0.670. (7) The reactants are Cl[C:2]1[N:7]=[CH:6][N:5]=[C:4]2[N:8]([C:13]([C:26]3[CH:31]=[CH:30][CH:29]=[CH:28][CH:27]=3)([C:20]3[CH:25]=[CH:24][CH:23]=[CH:22][CH:21]=3)[C:14]3[CH:19]=[CH:18][CH:17]=[CH:16][CH:15]=3)[N:9]=[C:10]([CH2:11][CH3:12])[C:3]=12.CC1(C)C(C)(C)OB([C:40]2[CH:41]=[C:42]([C:46]3([C:49]#[N:50])[CH2:48][CH2:47]3)[CH:43]=[CH:44][CH:45]=2)O1.C(=O)([O-])[O-].[Na+].[Na+]. The catalyst is O1CCOCC1.CCOC(C)=O.O.CC(C)([P](C(C)(C)C)([Pd][P](C(C)(C)C)(C(C)(C)C)C(C)(C)C)C(C)(C)C)C. The product is [CH2:11]([C:10]1[C:3]2[C:4](=[N:5][CH:6]=[N:7][C:2]=2[C:40]2[CH:41]=[C:42]([C:46]3([C:49]#[N:50])[CH2:47][CH2:48]3)[CH:43]=[CH:44][CH:45]=2)[N:8]([C:13]([C:26]2[CH:27]=[CH:28][CH:29]=[CH:30][CH:31]=2)([C:14]2[CH:15]=[CH:16][CH:17]=[CH:18][CH:19]=2)[C:20]2[CH:25]=[CH:24][CH:23]=[CH:22][CH:21]=2)[N:9]=1)[CH3:12]. The yield is 0.650. (8) The reactants are [CH3:1][C@H:2]1[CH2:8][NH:7][CH2:6][C:5]2[CH:9]=[CH:10][C:11]([C:13]([O:15][CH3:16])=[O:14])=[CH:12][C:4]=2[O:3]1.I[C:18]1[CH:23]=[CH:22][CH:21]=[CH:20][CH:19]=1.CC1(C)C2C(=C(P(C3C=CC=CC=3)C3C=CC=CC=3)C=CC=2)OC2C(P(C3C=CC=CC=3)C3C=CC=CC=3)=CC=CC1=2.C([O-])([O-])=O.[Cs+].[Cs+]. The catalyst is O1CCOCC1.CC([O-])=O.CC([O-])=O.[Pd+2]. The product is [CH3:1][C@H:2]1[CH2:8][N:7]([C:18]2[CH:23]=[CH:22][CH:21]=[CH:20][CH:19]=2)[CH2:6][C:5]2[CH:9]=[CH:10][C:11]([C:13]([O:15][CH3:16])=[O:14])=[CH:12][C:4]=2[O:3]1. The yield is 0.370. (9) The reactants are [Cl-].O[NH3+:3].[C:4](=[O:7])([O-])[OH:5].[Na+].CS(C)=O.[CH3:13][C:14]1[N:48]=[C:17]2[N:18]([CH2:41][CH:42]([OH:47])[C:43]([F:46])([F:45])[F:44])[C:19](=[O:40])[C:20]([CH2:25][C:26]3[CH:31]=[CH:30][C:29]([C:32]4[C:33]([C:38]#[N:39])=[CH:34][CH:35]=[CH:36][CH:37]=4)=[CH:28][CH:27]=3)=[C:21]([CH2:22][CH2:23][CH3:24])[N:16]2[N:15]=1. The catalyst is C(OCC)(=O)C. The product is [CH3:13][C:14]1[N:48]=[C:17]2[N:18]([CH2:41][CH:42]([OH:47])[C:43]([F:45])([F:44])[F:46])[C:19](=[O:40])[C:20]([CH2:25][C:26]3[CH:27]=[CH:28][C:29]([C:32]4[CH:37]=[CH:36][CH:35]=[CH:34][C:33]=4[C:38]4[NH:3][C:4](=[O:7])[O:5][N:39]=4)=[CH:30][CH:31]=3)=[C:21]([CH2:22][CH2:23][CH3:24])[N:16]2[N:15]=1. The yield is 0.490. (10) The reactants are [Br:1][C:2]1[C:3]([C:11]([OH:13])=[O:12])=[N:4][C:5]([CH:8]([CH3:10])[CH3:9])=[N:6][CH:7]=1.S(Cl)(Cl)=O.[C:18]([O-])([O-])=O.[Na+].[Na+]. The product is [CH3:18][O:12][C:11]([C:3]1[C:2]([Br:1])=[CH:7][N:6]=[C:5]([CH:8]([CH3:9])[CH3:10])[N:4]=1)=[O:13]. The yield is 0.940. The catalyst is CO.CCOC(C)=O.